Dataset: Forward reaction prediction with 1.9M reactions from USPTO patents (1976-2016). Task: Predict the product of the given reaction. (1) Given the reactants CO[C:3]1[CH:4]=[CH:5][C:6](C(=O)CC)=[C:7]2[C:12]=1[N:11]=CC=[CH:8]2.C[Si](C)(C)[NH:19][Si](C)(C)C.BrC[C:28]([O:30][C:31]([CH3:34])([CH3:33])C)=O.[Cl-].[NH4+:36].[CH2:37]1[CH2:41][O:40][CH2:39][CH2:38]1, predict the reaction product. The product is: [CH3:28][O:30][C:31]1[CH:33]=[CH:8][C:7]([C:12]2[CH:38]([CH3:39])[CH2:37][C:41](=[O:40])[NH:19][N:11]=2)=[C:6]2[C:34]=1[N:36]=[CH:3][CH:4]=[CH:5]2. (2) Given the reactants [Cl:1][C:2]1[CH:3]=[N:4][C:5]2[C:10]([CH:11]=1)=[CH:9][C:8]([CH2:12]O)=[CH:7][C:6]=2[F:14].O=S(Cl)[Cl:17], predict the reaction product. The product is: [Cl:1][C:2]1[CH:3]=[N:4][C:5]2[C:10]([CH:11]=1)=[CH:9][C:8]([CH2:12][Cl:17])=[CH:7][C:6]=2[F:14]. (3) Given the reactants C(OC([C:6]1[C:11](=[O:12])[NH:10][C:9]2[N:13]([CH:17]([CH3:19])[CH3:18])[N:14]=[C:15]([CH3:16])[C:8]=2[C:7]=1[OH:20])=O)C.Cl, predict the reaction product. The product is: [CH:17]([N:13]1[C:9]2[N:10]=[C:11]([OH:12])[CH:6]=[C:7]([OH:20])[C:8]=2[C:15]([CH3:16])=[N:14]1)([CH3:19])[CH3:18]. (4) Given the reactants C([N:8]1[CH2:13][C@H:12]([CH3:14])[O:11][C@H:10]([C:15]([F:18])([F:17])[F:16])[CH2:9]1)C1C=CC=CC=1.[H][H], predict the reaction product. The product is: [F:18][C:15]([F:16])([F:17])[C@H:10]1[O:11][C@@H:12]([CH3:14])[CH2:13][NH:8][CH2:9]1. (5) Given the reactants [NH2:1][CH:2]([C:11]1[CH:16]=[CH:15][CH:14]=[CH:13][CH:12]=1)[C:3]1([N:8]([CH3:10])[CH3:9])[CH2:7][CH2:6][CH2:5][CH2:4]1.[O:17]1[C:21]2[CH:22]=[CH:23][CH:24]=[CH:25][C:20]=2[C:19]([C:26](O)=[O:27])=[CH:18]1, predict the reaction product. The product is: [CH3:9][N:8]([CH3:10])[C:3]1([CH:2]([C:11]2[CH:12]=[CH:13][CH:14]=[CH:15][CH:16]=2)[NH:1][C:26]([C:19]2[C:20]3[CH:25]=[CH:24][CH:23]=[CH:22][C:21]=3[O:17][CH:18]=2)=[O:27])[CH2:7][CH2:6][CH2:5][CH2:4]1.